Dataset: Full USPTO retrosynthesis dataset with 1.9M reactions from patents (1976-2016). Task: Predict the reactants needed to synthesize the given product. (1) Given the product [CH3:1][N:2]([CH2:11][C:12]1[CH:17]=[C:16]([C:18]2[N:22]=[C:21]([C:23]3[CH:28]=[CH:27][C:26]([N:29]4[CH2:34][CH2:33][CH2:32][CH2:31][CH:30]4[CH3:35])=[C:25]([C:36]([F:39])([F:38])[F:37])[CH:24]=3)[O:20][N:19]=2)[CH:15]=[CH:14][N:13]=1)[CH2:3][C:4]([OH:6])=[O:5], predict the reactants needed to synthesize it. The reactants are: [CH3:1][N:2]([CH2:11][C:12]1[CH:17]=[C:16]([C:18]2[N:22]=[C:21]([C:23]3[CH:28]=[CH:27][C:26]([N:29]4[CH2:34][CH2:33][CH2:32][CH2:31][CH:30]4[CH3:35])=[C:25]([C:36]([F:39])([F:38])[F:37])[CH:24]=3)[O:20][N:19]=2)[CH:15]=[CH:14][N:13]=1)[CH2:3][C:4]([O:6]C(C)(C)C)=[O:5].Cl. (2) Given the product [OH:1][CH2:2][C:3]1[CH:20]=[CH:19][C:6]2[NH:7][C:8]([S:10]([CH2:11][C:12]3[N:17]=[C:16]([NH2:18])[CH:15]=[CH:14][CH:13]=3)=[O:21])=[N:9][C:5]=2[CH:4]=1, predict the reactants needed to synthesize it. The reactants are: [OH:1][CH2:2][C:3]1[CH:20]=[CH:19][C:6]2[NH:7][C:8]([S:10][CH2:11][C:12]3[N:17]=[C:16]([NH2:18])[CH:15]=[CH:14][CH:13]=3)=[N:9][C:5]=2[CH:4]=1.[OH2:21]. (3) Given the product [CH2:1]([O:3][C:4](=[O:12])[C:5]1[CH:10]=[CH:9][C:8]([NH:11][C:34]([C:29]2[C:28]([C:25]3[CH:26]=[CH:27][C:22]([C:21]([F:20])([F:37])[F:38])=[CH:23][CH:24]=3)=[CH:33][CH:32]=[CH:31][CH:30]=2)=[O:35])=[CH:7][CH:6]=1)[CH3:2], predict the reactants needed to synthesize it. The reactants are: [CH2:1]([O:3][C:4](=[O:12])[C:5]1[CH:10]=[CH:9][C:8]([NH2:11])=[CH:7][CH:6]=1)[CH3:2].C(N(CC)CC)C.[F:20][C:21]([F:38])([F:37])[C:22]1[CH:27]=[CH:26][C:25]([C:28]2[C:29]([C:34](Cl)=[O:35])=[CH:30][CH:31]=[CH:32][CH:33]=2)=[CH:24][CH:23]=1.FC(F)(F)C1C=CC(C2C(C(O)=O)=CC=CC=2)=CC=1. (4) Given the product [Cl:1][C:2]1[CH:21]=[CH:20][C:19]([C:22]2[C:27]([O:28][CH2:36][C:37]#[N:38])=[CH:26][CH:25]=[CH:24][N:23]=2)=[CH:18][C:3]=1[C:4]([NH:6][CH2:7][C:8]12[CH2:9][CH:10]3[CH2:16][CH:14]([CH2:13][CH:12]([CH2:11]3)[CH2:17]1)[CH2:15]2)=[O:5], predict the reactants needed to synthesize it. The reactants are: [Cl:1][C:2]1[CH:21]=[CH:20][C:19]([C:22]2[C:27]([OH:28])=[CH:26][CH:25]=[CH:24][N:23]=2)=[CH:18][C:3]=1[C:4]([NH:6][CH2:7][C:8]12[CH2:17][CH:12]3[CH2:13][CH:14]([CH2:16][CH:10]([CH2:11]3)[CH2:9]1)[CH2:15]2)=[O:5].C(=O)([O-])[O-].[K+].[K+].Cl[CH2:36][C:37]#[N:38].